From a dataset of NCI-60 drug combinations with 297,098 pairs across 59 cell lines. Regression. Given two drug SMILES strings and cell line genomic features, predict the synergy score measuring deviation from expected non-interaction effect. (1) Drug 1: CC(C)NC(=O)C1=CC=C(C=C1)CNNC.Cl. Drug 2: CC1C(C(CC(O1)OC2CC(CC3=C2C(=C4C(=C3O)C(=O)C5=CC=CC=C5C4=O)O)(C(=O)C)O)N)O. Cell line: OVCAR-8. Synergy scores: CSS=36.7, Synergy_ZIP=0.798, Synergy_Bliss=0.693, Synergy_Loewe=-11.1, Synergy_HSA=2.26. (2) Drug 1: CC12CCC3C(C1CCC2=O)CC(=C)C4=CC(=O)C=CC34C. Drug 2: C1CN(P(=O)(OC1)NCCCl)CCCl. Synergy scores: CSS=27.3, Synergy_ZIP=3.27, Synergy_Bliss=4.07, Synergy_Loewe=-17.9, Synergy_HSA=4.65. Cell line: NCI-H522. (3) Drug 1: CC1=C(C=C(C=C1)C(=O)NC2=CC(=CC(=C2)C(F)(F)F)N3C=C(N=C3)C)NC4=NC=CC(=N4)C5=CN=CC=C5. Drug 2: C1=CN(C=N1)CC(O)(P(=O)(O)O)P(=O)(O)O. Cell line: SNB-75. Synergy scores: CSS=-1.59, Synergy_ZIP=0.485, Synergy_Bliss=-0.427, Synergy_Loewe=-1.36, Synergy_HSA=-1.41. (4) Drug 1: C1=CC(=C2C(=C1NCCNCCO)C(=O)C3=C(C=CC(=C3C2=O)O)O)NCCNCCO. Cell line: TK-10. Synergy scores: CSS=37.9, Synergy_ZIP=-2.71, Synergy_Bliss=1.17, Synergy_Loewe=-2.98, Synergy_HSA=4.60. Drug 2: CS(=O)(=O)CCNCC1=CC=C(O1)C2=CC3=C(C=C2)N=CN=C3NC4=CC(=C(C=C4)OCC5=CC(=CC=C5)F)Cl.